This data is from Catalyst prediction with 721,799 reactions and 888 catalyst types from USPTO. The task is: Predict which catalyst facilitates the given reaction. (1) Product: [C:28]([C:27]1[CH:41]=[C:35]([C:36]([O:38][CH2:39][CH3:40])=[O:37])[C:34](=[O:33])[N:26]2[C:25]=1[CH:24]=[CH:23][CH:22]=[C:21]2[C:14]1[C:15]([CH3:20])=[CH:16][C:17]([CH3:19])=[CH:18][C:13]=1[CH3:30])#[N:29]. The catalyst class is: 506. Reactant: C(NC(C)C)(C)C.C([Li])CCC.[C:13]1([CH3:30])[CH:18]=[C:17]([CH3:19])[CH:16]=[C:15]([CH3:20])[C:14]=1[C:21]1[N:26]=[C:25]([CH2:27][C:28]#[N:29])[CH:24]=[CH:23][CH:22]=1.C([O:33][CH:34]=[C:35]([C:41](OCC)=O)[C:36]([O:38][CH2:39][CH3:40])=[O:37])C. (2) Reactant: CO[C:3](=[O:12])[C:4]1[CH:9]=[CH:8][CH:7]=[CH:6][C:5]=1[CH2:10]Br.[O:13]([C:20]1[CH:21]=[C:22]([CH:25]=[CH:26][CH:27]=1)[CH2:23][NH2:24])[C:14]1[CH:19]=[CH:18][CH:17]=[CH:16][CH:15]=1.C([O-])([O-])=O.[K+].[K+].C(OCC)(=O)C. Product: [O:13]([C:20]1[CH:21]=[C:22]([CH:25]=[CH:26][CH:27]=1)[CH2:23][N:24]1[CH2:10][C:5]2[C:4](=[CH:9][CH:8]=[CH:7][CH:6]=2)[C:3]1=[O:12])[C:14]1[CH:15]=[CH:16][CH:17]=[CH:18][CH:19]=1. The catalyst class is: 345. (3) Reactant: C([O:4][C:5]1[CH:14]=[C:13]([CH2:15]Br)[C:12]([C:17]([F:20])([F:19])[F:18])=[CH:11][C:6]=1[C:7]([O:9][CH3:10])=[O:8])(=O)C.C(N(CC)CC)C.[NH:28]1[CH2:33][CH2:32][CH2:31][CH2:30][CH2:29]1. Product: [OH:4][C:5]1[CH:14]=[C:13]([CH2:15][N:28]2[CH2:33][CH2:32][CH2:31][CH2:30][CH2:29]2)[C:12]([C:17]([F:18])([F:19])[F:20])=[CH:11][C:6]=1[C:7]([O:9][CH3:10])=[O:8]. The catalyst class is: 21. (4) Reactant: [H-].[Na+].[C:3]([NH:6][C:7]1[C:16]([Cl:17])=[CH:15][C:10]([C:11]([O:13][CH3:14])=[O:12])=[C:9]([OH:18])[CH:8]=1)(=[O:5])[CH3:4].[CH2:19](Br)[C:20]#[CH:21]. Product: [C:3]([NH:6][C:7]1[C:16]([Cl:17])=[CH:15][C:10]([C:11]([O:13][CH3:14])=[O:12])=[C:9]([O:18][CH2:21][C:20]#[CH:19])[CH:8]=1)(=[O:5])[CH3:4]. The catalyst class is: 198.